From a dataset of Catalyst prediction with 721,799 reactions and 888 catalyst types from USPTO. Predict which catalyst facilitates the given reaction. (1) Product: [C:41]([C:38]1[CH:37]=[CH:36][C:35]([C@H:33]2[C@:17]3([N:21]([CH3:22])[C:20](=[O:23])[N:19]([C:24]4[CH:29]=[C:28]([Cl:30])[CH:27]=[C:26]([Cl:31])[CH:25]=4)[C:18]3=[O:32])[CH2:16][N:15]([CH2:14][C:13]([OH:43])=[O:12])[CH2:34]2)=[CH:40][CH:39]=1)#[N:42]. Reactant: FC(F)(F)C(O)=O.C([O:12][C:13](=[O:43])[CH2:14][N:15]1[CH2:34][C@@H:33]([C:35]2[CH:40]=[CH:39][C:38]([C:41]#[N:42])=[CH:37][CH:36]=2)[C@:17]2([N:21]([CH3:22])[C:20](=[O:23])[N:19]([C:24]3[CH:29]=[C:28]([Cl:30])[CH:27]=[C:26]([Cl:31])[CH:25]=3)[C:18]2=[O:32])[CH2:16]1)(C)(C)C. The catalyst class is: 2. (2) Reactant: [CH2:1]([O:3][C:4]1[CH:5]=[C:6]([C:13]2[CH:18]=[CH:17][N:16]=[CH:15][CH:14]=2)[CH:7]=[CH:8][C:9]=1[N+:10]([O-])=O)[CH3:2]. Product: [CH2:1]([O:3][C:4]1[CH:5]=[C:6]([C:13]2[CH:14]=[CH:15][N:16]=[CH:17][CH:18]=2)[CH:7]=[CH:8][C:9]=1[NH2:10])[CH3:2]. The catalyst class is: 513. (3) Reactant: Cl[Sn]Cl.O.[Br:5][C:6]1[C:7]([CH2:15][N:16]2[C:20]([CH3:21])=[C:19]([N+:22]([O-])=O)[C:18]([C:25]([NH2:27])=[O:26])=[N:17]2)=[CH:8][C:9]2[O:13][CH2:12][O:11][C:10]=2[CH:14]=1. Product: [NH2:22][C:19]1[C:18]([C:25]([NH2:27])=[O:26])=[N:17][N:16]([CH2:15][C:7]2[C:6]([Br:5])=[CH:14][C:10]3[O:11][CH2:12][O:13][C:9]=3[CH:8]=2)[C:20]=1[CH3:21]. The catalyst class is: 14. (4) Reactant: [CH3:1][C:2]1[C:3]([C:26]2[CH:31]=[CH:30][CH:29]=[CH:28][CH:27]=2)=[C:4]([O:14][C:15]2[CH:20]=[CH:19][C:18](/[CH:21]=[CH:22]/[C:23]([OH:25])=O)=[CH:17][CH:16]=2)[C:5]2[C:10]([CH:11]=1)=[CH:9][C:8]([O:12][CH3:13])=[CH:7][CH:6]=2.C(Cl)(=O)C(Cl)=O.[NH:38]1[CH2:42][CH2:41][CH2:40][CH2:39]1. Product: [CH3:1][C:2]1[C:3]([C:26]2[CH:31]=[CH:30][CH:29]=[CH:28][CH:27]=2)=[C:4]([O:14][C:15]2[CH:16]=[CH:17][C:18](/[CH:21]=[CH:22]/[C:23]([N:38]3[CH2:42][CH2:41][CH2:40][CH2:39]3)=[O:25])=[CH:19][CH:20]=2)[C:5]2[C:10]([CH:11]=1)=[CH:9][C:8]([O:12][CH3:13])=[CH:7][CH:6]=2. The catalyst class is: 2.